This data is from Reaction yield outcomes from USPTO patents with 853,638 reactions. The task is: Predict the reaction yield, written as a fraction of the theoretical maximum amount of product (1.0 means a 100% yield; for example, 0.34 means a 34% yield). (1) The reactants are [CH3:1][CH:2]([CH2:12][CH3:13])[CH2:3][C:4]1[CH:11]=[CH:10][C:7]([CH2:8][NH2:9])=[CH:6][CH:5]=1.[Cl:14][C:15]1[CH:31]=[CH:30][C:18]2[CH2:19][CH2:20][N:21]([C:24](=[O:29])[C:25]([F:28])([F:27])[F:26])[CH2:22][CH2:23][C:17]=2[C:16]=1OS(C(F)(F)F)(=O)=O.C1C=CC(P(C2C(C3C(P(C4C=CC=CC=4)C4C=CC=CC=4)=CC=C4C=3C=CC=C4)=C3C(C=CC=C3)=CC=2)C2C=CC=CC=2)=CC=1.C(=O)([O-])[O-].[Cs+].[Cs+]. The catalyst is C([O-])(=O)C.[Pd+2].C([O-])(=O)C.C1(C)C=CC=CC=1. The product is [Cl:14][C:15]1[CH:31]=[CH:30][C:18]2[CH2:19][CH2:20][N:21]([C:24](=[O:29])[C:25]([F:26])([F:28])[F:27])[CH2:22][CH2:23][C:17]=2[C:16]=1[NH:9][CH2:8][C:7]1[CH:6]=[CH:5][C:4]([CH2:3][CH:2]([CH3:1])[CH2:12][CH3:13])=[CH:11][CH:10]=1. The yield is 0.590. (2) The reactants are [NH2:1][CH:2]1[C:11]2[C:6](=[CH:7][CH:8]=[C:9]([NH:12][C:13]([C:15]3[C:24](=[O:25])[C:23]4[C:18](=[CH:19][CH:20]=[CH:21][CH:22]=4)[NH:17][CH:16]=3)=[O:14])[CH:10]=2)[CH2:5][CH2:4][CH2:3]1.CCN(C(C)C)C(C)C.Cl[C:36]([O:38][CH3:39])=[O:37].N1CCCCC1. The catalyst is CO. The product is [CH3:39][O:38][C:36]([NH:1][CH:2]1[C:11]2[C:6](=[CH:7][CH:8]=[C:9]([NH:12][C:13]([C:15]3[C:24](=[O:25])[C:23]4[C:18](=[CH:19][CH:20]=[CH:21][CH:22]=4)[NH:17][CH:16]=3)=[O:14])[CH:10]=2)[CH2:5][CH2:4][CH2:3]1)=[O:37]. The yield is 0.350. (3) The reactants are [C:1]1([C:7]2[O:8][C:9]([C:15]([F:18])([F:17])[F:16])=[C:10]([C:12]([OH:14])=O)[N:11]=2)[CH:6]=[CH:5][CH:4]=[CH:3][CH:2]=1.[N:19]1([C:25]2[N:30]=[CH:29][C:28]([NH2:31])=[CH:27][CH:26]=2)[CH2:24][CH2:23][O:22][CH2:21][CH2:20]1.ON1C2C=CC=CC=2N=N1.Cl.C(N=C=NCCCN(C)C)C. The catalyst is ClCCl. The product is [N:19]1([C:25]2[N:30]=[CH:29][C:28]([NH:31][C:12]([C:10]3[N:11]=[C:7]([C:1]4[CH:2]=[CH:3][CH:4]=[CH:5][CH:6]=4)[O:8][C:9]=3[C:15]([F:18])([F:17])[F:16])=[O:14])=[CH:27][CH:26]=2)[CH2:24][CH2:23][O:22][CH2:21][CH2:20]1. The yield is 0.500. (4) The reactants are [Cl:1][C:2]1[C:3]([F:21])=[N:4][C:5]([F:20])=[C:6]([Cl:19])[C:7]=1[CH2:8][C:9]([O:11]CC1C=CC=CC=1)=[O:10]. The catalyst is [Pd].C(O)C. The product is [Cl:19][C:6]1[C:5]([F:20])=[N:4][C:3]([F:21])=[C:2]([Cl:1])[C:7]=1[CH2:8][C:9]([OH:11])=[O:10]. The yield is 0.890. (5) The reactants are C([C:3]1[C:15]2[C:14]3[C:9](=[CH:10][CH:11]=[CH:12][CH:13]=3)[CH2:8][C:7]=2[CH:6]=CC=1)#N.[H-].[Na+].C[N:19]1[C:23](=O)[CH2:22][CH2:21][CH2:20]1.[CH3:25]I. The catalyst is O. The product is [C:23]([C:22]1[C:8]2[C:9]3[C:14](=[CH:13][CH:12]=[CH:11][CH:10]=3)[C:15]([CH3:3])([CH3:25])[C:7]=2[CH:6]=[CH:20][CH:21]=1)#[N:19]. The yield is 0.800.